The task is: Predict the reactants needed to synthesize the given product.. This data is from Full USPTO retrosynthesis dataset with 1.9M reactions from patents (1976-2016). (1) The reactants are: [CH3:1][C:2]1[CH:11]=[C:10]2[C:5]([C:6]([N:19]3[CH2:24][CH2:23][NH:22][CH2:21][CH2:20]3)=[N:7][C:8]([C:12]3[CH:17]=[CH:16][CH:15]=[CH:14][C:13]=3[OH:18])=[N:9]2)=[CH:4][CH:3]=1.[F:25][C:26]([F:34])([F:33])[CH2:27][CH:28]([OH:32])[C:29](O)=[O:30].CN(C(ON1N=NC2C=CC=NC1=2)=[N+](C)C)C.F[P-](F)(F)(F)(F)F.C(N(CC)CC)C. Given the product [F:25][C:26]([F:34])([F:33])[CH2:27][CH:28]([OH:32])[C:29]([N:22]1[CH2:23][CH2:24][N:19]([C:6]2[C:5]3[C:10](=[CH:11][C:2]([CH3:1])=[CH:3][CH:4]=3)[N:9]=[C:8]([C:12]3[CH:17]=[CH:16][CH:15]=[CH:14][C:13]=3[OH:18])[N:7]=2)[CH2:20][CH2:21]1)=[O:30], predict the reactants needed to synthesize it. (2) Given the product [Br:16][C:17]1[S:21][C:20]2=[N:22][C:23]([C:25]([NH:15][CH2:14][C:4]3[CH:5]=[C:6]([O:9][C:10]([F:12])([F:11])[F:13])[CH:7]=[CH:8][C:3]=3[O:2][CH3:1])=[O:26])=[CH:24][N:19]2[CH:18]=1, predict the reactants needed to synthesize it. The reactants are: [CH3:1][O:2][C:3]1[CH:8]=[CH:7][C:6]([O:9][C:10]([F:13])([F:12])[F:11])=[CH:5][C:4]=1[CH2:14][NH2:15].[Br:16][C:17]1[S:21][C:20]2=[N:22][C:23]([C:25](O)=[O:26])=[CH:24][N:19]2[CH:18]=1. (3) Given the product [CH3:20][O:19][CH2:18][C:14]1[CH:13]=[C:12]([CH:17]=[CH:16][CH:15]=1)[CH2:11][CH:3]([C:4](=[O:5])[CH3:6])[C:2]([O:8][CH3:9])=[O:7], predict the reactants needed to synthesize it. The reactants are: [Na].[C:2]([O:8][CH3:9])(=[O:7])[CH2:3][C:4]([CH3:6])=[O:5].Br[CH2:11][C:12]1[CH:17]=[CH:16][CH:15]=[C:14]([CH2:18][O:19][CH3:20])[CH:13]=1. (4) The reactants are: [CH3:1][N:2]1[CH:6]=[C:5]([C:7]2[CH:8]=[C:9]3[C:14](=[CH:15][N:16]=2)[N:13]([C:17]2[C:21]4[CH2:22][N:23](C(OC(C)(C)C)=O)[CH2:24][CH2:25][C:20]=4[N:19]([CH:33]4[CH2:38][CH2:37][O:36][CH2:35][CH2:34]4)[N:18]=2)[CH2:12][CH2:11][CH2:10]3)[CH:4]=[N:3]1.FC(F)(F)C(O)=O. Given the product [CH3:1][N:2]1[CH:6]=[C:5]([C:7]2[CH:8]=[C:9]3[C:14](=[CH:15][N:16]=2)[N:13]([C:17]2[C:21]4[CH2:22][NH:23][CH2:24][CH2:25][C:20]=4[N:19]([CH:33]4[CH2:38][CH2:37][O:36][CH2:35][CH2:34]4)[N:18]=2)[CH2:12][CH2:11][CH2:10]3)[CH:4]=[N:3]1, predict the reactants needed to synthesize it. (5) The reactants are: [NH2:1][C@H:2]([C:7]([OH:9])=[O:8])[CH2:3][C:4](=[O:6])[NH2:5].C(N(CC)CC)C.[C:17]1([CH3:29])[CH:22]=[C:21]([CH3:23])[CH:20]=[C:19]([CH3:24])[C:18]=1[S:25](Cl)(=[O:27])=[O:26]. Given the product [CH3:29][C:17]1[CH:22]=[C:21]([CH3:23])[CH:20]=[C:19]([CH3:24])[C:18]=1[S:25]([NH:1][C@H:2]([C:7]([OH:9])=[O:8])[CH2:3][C:4](=[O:6])[NH2:5])(=[O:26])=[O:27], predict the reactants needed to synthesize it.